This data is from Forward reaction prediction with 1.9M reactions from USPTO patents (1976-2016). The task is: Predict the product of the given reaction. Given the reactants Br[C:2]1[C:3]([CH2:11][CH3:12])=[N:4][C:5]([N+:8]([O-:10])=[O:9])=[CH:6][CH:7]=1.[Cl:13][C:14]1[CH:19]=[C:18]([OH:20])[CH:17]=[CH:16][N:15]=1.C([O-])([O-])=O.[K+].[K+], predict the reaction product. The product is: [Cl:13][C:14]1[CH:19]=[C:18]([O:20][C:2]2[C:3]([CH2:11][CH3:12])=[N:4][C:5]([N+:8]([O-:10])=[O:9])=[CH:6][CH:7]=2)[CH:17]=[CH:16][N:15]=1.